From a dataset of Full USPTO retrosynthesis dataset with 1.9M reactions from patents (1976-2016). Predict the reactants needed to synthesize the given product. (1) Given the product [N:1]1([C:9]([O:11][CH2:12][C:13]2[CH:18]=[CH:17][CH:16]=[CH:15][CH:14]=2)=[O:10])[CH2:8][CH2:7][CH2:6][C@H:2]1[C:3]([Cl:21])=[O:4], predict the reactants needed to synthesize it. The reactants are: [N:1]1([C:9]([O:11][CH2:12][C:13]2[CH:18]=[CH:17][CH:16]=[CH:15][CH:14]=2)=[O:10])[CH2:8][CH2:7][CH2:6][C@H:2]1[C:3](O)=[O:4].S(Cl)([Cl:21])=O. (2) Given the product [CH3:15][C:13]([NH:12][C@H:3]1[C@@H:2]([O:1][P:66]([O:65][P:62]([O:61][CH2:60][C@H:58]2[O:59][C@@H:55]([N:49]3[C:50](=[O:51])[NH:52][C:53](=[O:54])[CH:47]=[CH:48]3)[C@H:56]([OH:75])[C@@H:57]2[OH:74])([OH:64])=[O:63])([OH:68])=[O:67])[O:9][C@H:8]([CH2:10][OH:11])[C@H:6]([OH:7])[C@@H:4]1[OH:5])=[O:14], predict the reactants needed to synthesize it. The reactants are: [OH:1][CH:2]1[O:9][C@H:8]([CH2:10][OH:11])[C@H:6]([OH:7])[C@H:4]([OH:5])[C@H:3]1[NH:12][C:13]([CH3:15])=[O:14].P(OC[C@H]1O[C@@H](N2C3N=CN=C(N)C=3N=C2)[C@H](O)[C@@H]1O)(OP(OP(O)(O)=O)(O)=O)(=O)O.[CH:47]1[C:53](=[O:54])[NH:52][C:50](=[O:51])[N:49]([C@@H:55]2[O:59][C@H:58]([CH2:60][O:61][P:62]([O:65][P:66](OP(O)(O)=O)([OH:68])=[O:67])([OH:64])=[O:63])[C@@H:57]([OH:74])[C@H:56]2[OH:75])[CH:48]=1.C(O)C(N)(CO)CO.Cl.[Mg+2].[Cl-].[Cl-]. (3) Given the product [CH3:36][C:31]1([CH3:37])[C:32]([CH3:35])([CH3:34])[O:33][BH:29][O:30]1.[CH3:27][C:25]1([CH3:28])[C:24]2[C:4]([CH:5]=[C:6]3[CH:15]=[C:14]4[C:9]([C:10]5[CH:23]=[CH:22][CH:21]=[CH:20][C:11]=5[C:12]5[CH:19]=[CH:18][CH:17]=[CH:16][C:13]=54)=[N:8][C:7]3=2)=[CH:3][CH:2]=[CH:26]1, predict the reactants needed to synthesize it. The reactants are: Br[C:2]1[CH:3]=[C:4]2[C:24]([C:25]([CH3:28])([CH3:27])[CH:26]=1)=[C:7]1[N:8]=[C:9]3[C:14](=[CH:15][C:6]1=[CH:5]2)[C:13]1[CH:16]=[CH:17][CH:18]=[CH:19][C:12]=1[C:11]1[CH:20]=[CH:21][CH:22]=[CH:23][C:10]3=1.[B:29]1([B:29]2[O:33][C:32]([CH3:35])([CH3:34])[C:31]([CH3:37])([CH3:36])[O:30]2)[O:33][C:32]([CH3:35])([CH3:34])[C:31]([CH3:37])([CH3:36])[O:30]1.C([O-])(=O)C.[K+]. (4) Given the product [CH2:22]([O:33][C:7]1([C:16]2[CH:21]=[CH:20][CH:19]=[CH:18][C:17]=2[CH2:22][C:24]2[CH:25]=[CH:26][C:27]([CH:30]3[CH2:31][CH2:32]3)=[CH:28][CH:29]=2)[CH:6]=[CH:29][CH:24]=[CH:25][CH2:26]1)[C:17]1[CH:16]=[CH:21][CH:20]=[CH:19][CH:18]=1, predict the reactants needed to synthesize it. The reactants are: C([SiH]([CH2:6][CH3:7])CC)C.C(O[C:16]1[CH:21]=[CH:20][CH:19]=[CH:18][C:17]=1[CH:22]([C:24]1[CH:29]=[CH:28][C:27]([CH:30]2[CH2:32][CH2:31]2)=[CH:26][CH:25]=1)O)C1C=CC=CC=1.[OH2:33].